From a dataset of Forward reaction prediction with 1.9M reactions from USPTO patents (1976-2016). Predict the product of the given reaction. (1) Given the reactants C1(P(C2CCCCC2)C2C=CC=CC=2C2C(OC)=CC=CC=2OC)CCCCC1.P([O-])([O-])([O-])=O.[K+].[K+].[K+].[CH3:38][O:39][C:40](=[O:49])[CH2:41][C:42]1[CH:43]=[N:44][CH:45]=[C:46](Br)[CH:47]=1.[CH2:50]([C:52]([C:71]1[CH:76]=[CH:75][C:74](/[CH:77]=[CH:78]/[C:79]([C:85]([F:88])([F:87])[F:86])([OH:84])[C:80]([F:83])([F:82])[F:81])=[C:73]([CH3:89])[CH:72]=1)([C:55]1[CH:60]=[CH:59][C:58](B2OC(C)(C)C(C)(C)O2)=[C:57]([CH3:70])[CH:56]=1)[CH2:53][CH3:54])[CH3:51], predict the reaction product. The product is: [CH3:38][O:39][C:40](=[O:49])[CH2:41][C:42]1[CH:43]=[N:44][CH:45]=[C:46]([C:58]2[CH:59]=[CH:60][C:55]([C:52]([CH2:53][CH3:54])([C:71]3[CH:76]=[CH:75][C:74](/[CH:77]=[CH:78]/[C:79]([OH:84])([C:85]([F:87])([F:88])[F:86])[C:80]([F:83])([F:82])[F:81])=[C:73]([CH3:89])[CH:72]=3)[CH2:50][CH3:51])=[CH:56][C:57]=2[CH3:70])[CH:47]=1. (2) Given the reactants [CH3:1][O:2][C:3]1[CH:8]=[CH:7][C:6]([N:9]2[CH2:14][CH2:13][O:12][CH2:11][CH2:10]2)=[CH:5][C:4]=1[NH:15][C:16]([C:18]1[NH:22][C:21]2[CH:23]=[CH:24][CH:25]=[CH:26][C:20]=2[N:19]=1)=[S:17].[OH-].[K+], predict the reaction product. The product is: [NH:22]1[C:21]2[CH:23]=[CH:24][CH:25]=[CH:26][C:20]=2[N:19]=[C:18]1[C:16]1[S:17][C:5]2[C:6]([N:9]3[CH2:10][CH2:11][O:12][CH2:13][CH2:14]3)=[CH:7][CH:8]=[C:3]([O:2][CH3:1])[C:4]=2[N:15]=1. (3) Given the reactants [NH2:1][C:2]1[CH:7]=[CH:6][C:5]([CH2:8][C:9]([O:11][CH2:12][C:13]2[CH:18]=[CH:17][CH:16]=[CH:15][CH:14]=2)=[O:10])=[CH:4][C:3]=1[O:19][CH3:20].[F:21][C:22]1[CH:27]=[CH:26][CH:25]=[CH:24][C:23]=1[N:28]=[C:29]=[O:30].CCN(CC)CC, predict the reaction product. The product is: [F:21][C:22]1[CH:27]=[CH:26][CH:25]=[CH:24][C:23]=1[NH:28][C:29](=[O:30])[NH:1][C:2]1[CH:7]=[CH:6][C:5]([CH2:8][C:9]([O:11][CH2:12][C:13]2[CH:14]=[CH:15][CH:16]=[CH:17][CH:18]=2)=[O:10])=[CH:4][C:3]=1[O:19][CH3:20]. (4) Given the reactants [NH2:1][NH2:2].[Cl:3][C:4]1[N:9]=[C:8](Cl)[C:7]([CH:11]=O)=[CH:6][N:5]=1.O, predict the reaction product. The product is: [Cl:3][C:4]1[N:9]=[C:8]2[NH:1][N:2]=[CH:11][C:7]2=[CH:6][N:5]=1. (5) Given the reactants [H-].[Na+].Cl.[NH2:4][C:5]([NH2:7])=[NH:6].C([O:10][C:11](=O)[CH2:12][C:13]([C:15]1[CH:20]=[CH:19][C:18]([F:21])=[CH:17][CH:16]=1)=O)C.O, predict the reaction product. The product is: [OH:10][C:11]1[CH:12]=[C:13]([C:15]2[CH:16]=[CH:17][C:18]([F:21])=[CH:19][CH:20]=2)[N:4]=[C:5]([NH2:7])[N:6]=1. (6) Given the reactants C(N(CC)CC)C.[C:8]([C:11]1[C:19]2[C:14](=[CH:15][CH:16]=[CH:17][CH:18]=2)[NH:13][CH:12]=1)(=O)[CH3:9].Cl.[NH2:21][OH:22], predict the reaction product. The product is: [NH:13]1[C:14]2[C:19](=[CH:18][CH:17]=[CH:16][CH:15]=2)[C:11]([C:8](=[N:21][OH:22])[CH3:9])=[CH:12]1.